From a dataset of Forward reaction prediction with 1.9M reactions from USPTO patents (1976-2016). Predict the product of the given reaction. (1) Given the reactants [Cl:1][C:2]1[C:7]([C:8]([F:11])([F:10])[F:9])=[CH:6][C:5]([NH:12][C:13](=[O:15])C)=[C:4]([N+:16]([O-:18])=[O:17])[CH:3]=1.[OH-:19].[NH4+], predict the reaction product. The product is: [C:7]([O:15][C:13](=[O:19])[NH:12][C:5]1[CH:6]=[C:7]([C:8]([F:11])([F:10])[F:9])[C:2]([Cl:1])=[CH:3][C:4]=1[N+:16]([O-:18])=[O:17])([CH3:8])([CH3:2])[CH3:6]. (2) Given the reactants [NH2:1][C:2]1[N:3]([CH3:26])[C:4](=[O:25])[C:5]([C:14]2[CH:19]=[CH:18][C:17]([O:20][CH:21]([F:23])[F:22])=[C:16]([CH3:24])[CH:15]=2)([C:7]2[CH:12]=[CH:11][CH:10]=[C:9]([F:13])[CH:8]=2)[N:6]=1.[ClH:27], predict the reaction product. The product is: [ClH:27].[NH2:1][C:2]1[N:3]([CH3:26])[C:4](=[O:25])[C:5]([C:14]2[CH:19]=[CH:18][C:17]([O:20][CH:21]([F:23])[F:22])=[C:16]([CH3:24])[CH:15]=2)([C:7]2[CH:12]=[CH:11][CH:10]=[C:9]([F:13])[CH:8]=2)[N:6]=1. (3) Given the reactants [N:1]1[CH:6]=[CH:5][CH:4]=[CH:3][C:2]=1[C:7]([C:9]1([CH:13]2[CH2:17][CH2:16][N:15]([C:18]([O:20][C:21]([CH3:24])([CH3:23])[CH3:22])=[O:19])[CH2:14]2)[CH2:12][CH2:11][CH2:10]1)=[O:8].[BH4-].[Na+], predict the reaction product. The product is: [OH:8][CH:7]([C:2]1[CH:3]=[CH:4][CH:5]=[CH:6][N:1]=1)[C:9]1([CH:13]2[CH2:17][CH2:16][N:15]([C:18]([O:20][C:21]([CH3:24])([CH3:23])[CH3:22])=[O:19])[CH2:14]2)[CH2:12][CH2:11][CH2:10]1. (4) Given the reactants S(O[CH2:6][C:7]1[CH:12]=[C:11]([NH:13][C:14]([O:16][C:17]([CH3:20])([CH3:19])[CH3:18])=[O:15])[CH:10]=[CH:9][C:8]=1[Cl:21])(=O)(=O)C.[C-:22]#[N:23].[Na+].O, predict the reaction product. The product is: [Cl:21][C:8]1[CH:9]=[CH:10][C:11]([NH:13][C:14]([O:16][C:17]([CH3:20])([CH3:19])[CH3:18])=[O:15])=[CH:12][C:7]=1[CH2:6][C:22]#[N:23]. (5) Given the reactants [OH:1][C@H:2]1[C@H:18]([OH:19])[C@@H:17]2[C@H:9]([CH2:10][CH2:11][C@@:12]3([CH3:21])[C@H:16]2[CH2:15][CH2:14][C:13]3=[CH2:20])[C@:8]2([CH3:22])[C@@H:3]1[CH2:4][C@@H:5]([NH:23][C:24](=[O:26])[CH3:25])[CH2:6][CH2:7]2, predict the reaction product. The product is: [CH:2]([C@@H:3]1[C@:8]([C@H:9]2[CH2:10][CH2:11][C@@:12]3([CH3:21])[C@@H:16]([CH2:15][CH2:14][C:13]3=[CH2:20])[C@@H:17]2[CH:18]=[O:19])([CH3:22])[CH2:7][CH2:6][C@H:5]([NH:23][C:24](=[O:26])[CH3:25])[CH2:4]1)=[O:1]. (6) Given the reactants [C:1]1([C:7]2[CH:8]=[CH:9][C:10]([CH:19]=O)=[N:11][C:12]=2[C:13]2[CH:18]=[CH:17][CH:16]=[CH:15][CH:14]=2)[CH:6]=[CH:5][CH:4]=[CH:3][CH:2]=1.[NH2:21][CH2:22][CH2:23][CH2:24][P:25](=[O:28])([OH:27])[OH:26].[BH3-]C#N.[Na+], predict the reaction product. The product is: [C:1]1([C:7]2[CH:8]=[CH:9][C:10]([CH2:19][NH:21][CH2:22][CH2:23][CH2:24][P:25](=[O:26])([OH:28])[OH:27])=[N:11][C:12]=2[C:13]2[CH:18]=[CH:17][CH:16]=[CH:15][CH:14]=2)[CH:6]=[CH:5][CH:4]=[CH:3][CH:2]=1. (7) Given the reactants [F:1][CH:2]([F:10])[C:3]1(C(O)=O)[CH2:6][CH2:5][CH2:4]1.C1C=CC(P([N:25]=[N+]=[N-])(C2C=CC=CC=2)=O)=CC=1.[Cl:28][C:29]1[CH:30]=[C:31]([C:36]2[C:44]([C:45]([NH2:47])=[O:46])=[C:39]3[CH2:40][NH:41][CH2:42][CH2:43][N:38]3[N:37]=2)[CH:32]=[CH:33][C:34]=1[F:35].C1[CH2:52][O:51]CC1, predict the reaction product. The product is: [Cl:28][C:29]1[CH:30]=[C:31]([C:36]2[C:44]([C:45]([NH2:47])=[O:46])=[C:39]3[CH2:40][N:41]([C:52]([NH:25][C:3]4([CH:2]([F:1])[F:10])[CH2:4][CH2:5][CH2:6]4)=[O:51])[CH2:42][CH2:43][N:38]3[N:37]=2)[CH:32]=[CH:33][C:34]=1[F:35].